From a dataset of Kir2.1 potassium channel HTS with 301,493 compounds. Binary Classification. Given a drug SMILES string, predict its activity (active/inactive) in a high-throughput screening assay against a specified biological target. (1) The molecule is S(=O)(=O)(N1CC(CC(C1)C)C)c1ccc(NC(=O)C2CN(C(=O)C2)Cc2ccccc2)cc1. The result is 0 (inactive). (2) The molecule is O=C(N1CCN(C2c3c(c4c2cccc4)cccc3)CC1)COCC(O)=O. The result is 0 (inactive).